From a dataset of NCI-60 drug combinations with 297,098 pairs across 59 cell lines. Regression. Given two drug SMILES strings and cell line genomic features, predict the synergy score measuring deviation from expected non-interaction effect. (1) Drug 1: CN(CCCl)CCCl.Cl. Drug 2: C1CNP(=O)(OC1)N(CCCl)CCCl. Cell line: ACHN. Synergy scores: CSS=39.5, Synergy_ZIP=0.238, Synergy_Bliss=1.84, Synergy_Loewe=-51.3, Synergy_HSA=1.49. (2) Drug 1: C1=NC2=C(N=C(N=C2N1C3C(C(C(O3)CO)O)F)Cl)N. Drug 2: CC1CCC2CC(C(=CC=CC=CC(CC(C(=O)C(C(C(=CC(C(=O)CC(OC(=O)C3CCCCN3C(=O)C(=O)C1(O2)O)C(C)CC4CCC(C(C4)OC)O)C)C)O)OC)C)C)C)OC. Cell line: MOLT-4. Synergy scores: CSS=1.51, Synergy_ZIP=-6.34, Synergy_Bliss=-4.00, Synergy_Loewe=-22.1, Synergy_HSA=-9.26. (3) Drug 1: CN(C)C1=NC(=NC(=N1)N(C)C)N(C)C. Drug 2: CC(C1=C(C=CC(=C1Cl)F)Cl)OC2=C(N=CC(=C2)C3=CN(N=C3)C4CCNCC4)N. Cell line: NCI-H522. Synergy scores: CSS=-1.67, Synergy_ZIP=0.774, Synergy_Bliss=0.791, Synergy_Loewe=-8.15, Synergy_HSA=-2.75. (4) Drug 1: C(=O)(N)NO. Drug 2: CC1C(C(CC(O1)OC2CC(CC3=C2C(=C4C(=C3O)C(=O)C5=C(C4=O)C(=CC=C5)OC)O)(C(=O)CO)O)N)O.Cl. Cell line: ACHN. Synergy scores: CSS=36.0, Synergy_ZIP=-1.29, Synergy_Bliss=0.315, Synergy_Loewe=-19.7, Synergy_HSA=0.892. (5) Drug 1: COC1=NC(=NC2=C1N=CN2C3C(C(C(O3)CO)O)O)N. Drug 2: CC1=C(C(=O)C2=C(C1=O)N3CC4C(C3(C2COC(=O)N)OC)N4)N. Cell line: SNB-75. Synergy scores: CSS=28.5, Synergy_ZIP=-2.23, Synergy_Bliss=3.00, Synergy_Loewe=4.74, Synergy_HSA=5.01.